Dataset: Forward reaction prediction with 1.9M reactions from USPTO patents (1976-2016). Task: Predict the product of the given reaction. (1) Given the reactants [CH3:1][O:2][C:3](=[O:28])[C:4]([C:6]1[C:11]([CH3:12])=[CH:10][N:9]2[N:13]=[C:14]([C:16]([O:18][CH3:19])=[O:17])[CH:15]=[C:8]2[C:7]=1[O:20][S:21]([C:24]([F:27])([F:26])[F:25])(=[O:23])=[O:22])=[O:5].CB1N2CCC[C@@H]2C(C2C=CC=CC=2)(C2C=CC=CC=2)O1.C1(C)C=CC=CC=1, predict the reaction product. The product is: [OH:5][C@@H:4]([C:6]1[C:11]([CH3:12])=[CH:10][N:9]2[N:13]=[C:14]([C:16]([O:18][CH3:19])=[O:17])[CH:15]=[C:8]2[C:7]=1[O:20][S:21]([C:24]([F:25])([F:26])[F:27])(=[O:23])=[O:22])[C:3]([O:2][CH3:1])=[O:28]. (2) Given the reactants [F:1][C:2]1[C:7]([O:8][CH3:9])=[CH:6][C:5]([O:10][CH3:11])=[C:4]([F:12])[C:3]=1[N:13]1[CH2:18][C:17]2[CH:19]=[N:20][C:21]3[NH:25][C:24]([CH2:26][CH2:27][CH2:28][OH:29])=[CH:23][C:22]=3[C:16]=2[N:15]([CH3:30])[C:14]1=[O:31].C(Cl)Cl.CC(OI1(OC(C)=O)(OC(C)=O)OC(=O)C2C=CC=CC1=2)=O, predict the reaction product. The product is: [F:12][C:4]1[C:5]([O:10][CH3:11])=[CH:6][C:7]([O:8][CH3:9])=[C:2]([F:1])[C:3]=1[N:13]1[CH2:18][C:17]2[CH:19]=[N:20][C:21]3[NH:25][C:24]([CH2:26][CH2:27][CH:28]=[O:29])=[CH:23][C:22]=3[C:16]=2[N:15]([CH3:30])[C:14]1=[O:31]. (3) Given the reactants C[O:2][C:3](=[O:37])[C:4]1[CH:9]=[CH:8][CH:7]=[C:6]([CH:10]=[CH:11][C:12]2[CH:17]=[CH:16][C:15]([O:18][CH2:19][C:20]3[N:21]([C:28]4[C:33]([Cl:34])=[CH:32][CH:31]=[CH:30][C:29]=4[Cl:35])[N:22]=[N:23][C:24]=3[CH:25]([CH3:27])[CH3:26])=[CH:14][C:13]=2[CH3:36])[CH:5]=1.[OH-].[Li+].CCCCCC.C(OCC)(=O)C, predict the reaction product. The product is: [Cl:35][C:29]1[CH:30]=[CH:31][CH:32]=[C:33]([Cl:34])[C:28]=1[N:21]1[C:20]([CH2:19][O:18][C:15]2[CH:16]=[CH:17][C:12]([CH:11]=[CH:10][C:6]3[CH:5]=[C:4]([CH:9]=[CH:8][CH:7]=3)[C:3]([OH:37])=[O:2])=[C:13]([CH3:36])[CH:14]=2)=[C:24]([CH:25]([CH3:27])[CH3:26])[N:23]=[N:22]1. (4) Given the reactants F[C:2]1[CH:9]=[CH:8][C:5]([CH:6]=[O:7])=[CH:4][C:3]=1[C:10]([F:13])([F:12])[F:11].[CH3:14][S-:15].[Na+], predict the reaction product. The product is: [CH3:14][S:15][C:2]1[CH:9]=[CH:8][C:5]([CH:6]=[O:7])=[CH:4][C:3]=1[C:10]([F:13])([F:12])[F:11]. (5) The product is: [F:31][C:32]1[CH:33]=[CH:34][C:35]([C:2]2[C:3]([C:25]3[CH:26]=[CH:27][N:28]=[CH:29][CH:30]=3)=[N:4][N:5]3[C:10]([C:11]4[CH:12]=[N:13][C:14]([N:17]5[CH2:22][C@@H:21]6[CH2:23][C@H:18]5[CH2:19][N:20]6[CH3:24])=[CH:15][CH:16]=4)=[CH:9][CH:8]=[N:7][C:6]=23)=[C:36]2[C:40]=1[NH:39][N:38]=[CH:37]2. Given the reactants I[C:2]1[C:3]([C:25]2[CH:30]=[CH:29][N:28]=[CH:27][CH:26]=2)=[N:4][N:5]2[C:10]([C:11]3[CH:12]=[N:13][C:14]([N:17]4[CH2:22][C@@H:21]5[CH2:23][C@H:18]4[CH2:19][N:20]5[CH3:24])=[CH:15][CH:16]=3)=[CH:9][CH:8]=[N:7][C:6]=12.[F:31][C:32]1[CH:33]=[CH:34][C:35](B2OC(C)(C)C(C)(C)O2)=[C:36]2[C:40]=1[NH:39][N:38]=[CH:37]2, predict the reaction product. (6) The product is: [OH:36][C:37]([CH3:42])([CH3:41])[C:38]([N:33]1[CH2:34][CH2:35][CH:30]([C:28]2[CH:27]=[CH:26][C:23]3[C:24]4[N:18]([CH:17]=[C:16]([C:15]5[N:11]([CH:8]([CH3:10])[CH3:9])[N:12]=[CH:13][N:14]=5)[N:25]=4)[CH2:19][CH2:20][O:21][C:22]=3[CH:29]=2)[CH2:31][CH2:32]1)=[O:39]. Given the reactants FC(F)(F)C(O)=O.[CH:8]([N:11]1[C:15]([C:16]2[N:25]=[C:24]3[N:18]([CH2:19][CH2:20][O:21][C:22]4[CH:29]=[C:28]([CH:30]5[CH2:35][CH2:34][NH:33][CH2:32][CH2:31]5)[CH:27]=[CH:26][C:23]=43)[CH:17]=2)=[N:14][CH:13]=[N:12]1)([CH3:10])[CH3:9].[OH:36][C:37]([CH3:42])([CH3:41])[C:38](O)=[O:39].CCN=C=NCCCN(C)C.C1C=CC2N(O)N=NC=2C=1.CCN(C(C)C)C(C)C.C(=O)(O)[O-].[Na+], predict the reaction product.